Dataset: Forward reaction prediction with 1.9M reactions from USPTO patents (1976-2016). Task: Predict the product of the given reaction. (1) Given the reactants [NH2:1][C:2]1[CH:6]=[C:5]([C:7]2[CH:12]=[CH:11][C:10]([Cl:13])=[CH:9][CH:8]=2)[S:4][C:3]=1[C:14]([O:16]C)=[O:15].[OH-].[Li+].Cl, predict the reaction product. The product is: [NH2:1][C:2]1[CH:6]=[C:5]([C:7]2[CH:8]=[CH:9][C:10]([Cl:13])=[CH:11][CH:12]=2)[S:4][C:3]=1[C:14]([OH:16])=[O:15]. (2) Given the reactants [F:1][C:2]1[CH:7]=[C:6]([CH2:8][C:9]([OH:11])=[O:10])[CH:5]=[CH:4][C:3]=1[C:12]1[CH:17]=[CH:16][CH:15]=[CH:14][CH:13]=1.[CH3:18][CH:19](O)[CH3:20], predict the reaction product. The product is: [F:1][C:2]1[CH:7]=[C:6]([CH2:8][C:9]([O:11][CH:19]([CH3:20])[CH3:18])=[O:10])[CH:5]=[CH:4][C:3]=1[C:12]1[CH:13]=[CH:14][CH:15]=[CH:16][CH:17]=1.